From a dataset of Forward reaction prediction with 1.9M reactions from USPTO patents (1976-2016). Predict the product of the given reaction. (1) Given the reactants [CH3:1][O-:2].[Na+].Br[C:5]1[C:10]([Br:11])=[CH:9][C:8]([Br:12])=[CH:7][N:6]=1, predict the reaction product. The product is: [Br:11][C:10]1[C:5]([O:2][CH3:1])=[N:6][CH:7]=[C:8]([Br:12])[CH:9]=1. (2) Given the reactants C(OC(=O)[NH:7][CH2:8][C:9]1[CH:14]=[CH:13][C:12]([Cl:15])=[CH:11][C:10]=1[CH2:16][NH:17][C:18](=[O:42])[CH2:19][C:20]1[C:21](=[O:41])[N:22]([NH:27][S:28]([C:31]2[C:40]3[C:35](=[CH:36][CH:37]=[CH:38][CH:39]=3)[CH:34]=[CH:33][CH:32]=2)(=[O:30])=[O:29])[CH2:23][CH2:24][C:25]=1[CH3:26])(C)(C)C, predict the reaction product. The product is: [ClH:15].[NH2:7][CH2:8][C:9]1[CH:14]=[CH:13][C:12]([Cl:15])=[CH:11][C:10]=1[CH2:16][NH:17][C:18](=[O:42])[CH2:19][C:20]1[C:21](=[O:41])[N:22]([NH:27][S:28]([C:31]2[C:40]3[C:35](=[CH:36][CH:37]=[CH:38][CH:39]=3)[CH:34]=[CH:33][CH:32]=2)(=[O:30])=[O:29])[CH2:23][CH2:24][C:25]=1[CH3:26]. (3) Given the reactants [F:1][C:2]([F:15])([C:8]1[CH:13]=[CH:12][CH:11]=[C:10]([CH3:14])[CH:9]=1)[C:3](OCC)=[O:4].FC(F)(CCC1C=CC=CC=1)CO, predict the reaction product. The product is: [F:1][C:2]([F:15])([C:8]1[CH:13]=[CH:12][CH:11]=[C:10]([CH3:14])[CH:9]=1)[CH2:3][OH:4]. (4) Given the reactants [CH2:1]([O:3][C:4](=[O:26])[CH2:5][N:6]1[C:12](=[O:13])[CH2:11][C:10]2[CH:14]=[CH:15][C:16]([CH3:18])=[CH:17][C:9]=2[CH:8]([C:19]2[CH:24]=[CH:23][CH:22]=[CH:21][C:20]=2[Cl:25])[CH2:7]1)[CH3:2].[C:27](N=P(N=P(N(C)C)(N(C)C)N(C)C)(N=P(N(C)C)(N(C)C)N(C)C)N=P(N(C)C)(N(C)C)N(C)C)([CH3:30])([CH3:29])[CH3:28].ICC(C)C.Cl, predict the reaction product. The product is: [CH2:1]([O:3][C:4](=[O:26])[CH2:5][N:6]1[CH2:7][CH:8]([C:19]2[CH:24]=[CH:23][CH:22]=[CH:21][C:20]=2[Cl:25])[C:9]2[CH:17]=[C:16]([CH3:18])[CH:15]=[CH:14][C:10]=2[CH:11]([CH2:28][CH:27]([CH3:30])[CH3:29])[C:12]1=[O:13])[CH3:2].